From a dataset of Forward reaction prediction with 1.9M reactions from USPTO patents (1976-2016). Predict the product of the given reaction. (1) Given the reactants Cl[C:2]1[N:10]=[C:9]([Cl:11])[CH:8]=[CH:7][C:3]=1[C:4]([OH:6])=[O:5].COC1C=C(OC)C=CC=1C[NH2:23].N1C=CC=CC=1.C(O)(C(F)(F)F)=O, predict the reaction product. The product is: [NH2:23][C:2]1[N:10]=[C:9]([Cl:11])[CH:8]=[CH:7][C:3]=1[C:4]([OH:6])=[O:5]. (2) The product is: [CH:36]1([N:39]2[CH2:44][CH2:43][N:42]([C:28]([C:27]3[CH:26]=[C:25]([CH:33]=[CH:32][CH:31]=3)[CH2:24][N:3]3[CH:4]=[C:5]([C:8]4[O:12][N:11]=[C:10]([C:13]5[CH:18]=[CH:17][C:16]([O:19][C:20]([F:23])([F:22])[F:21])=[CH:15][CH:14]=5)[N:9]=4)[CH:6]=[CH:7][C:2]3=[O:1])=[O:29])[CH2:41][CH2:40]2)[CH2:38][CH2:37]1. Given the reactants [O:1]=[C:2]1[CH:7]=[CH:6][C:5]([C:8]2[O:12][N:11]=[C:10]([C:13]3[CH:18]=[CH:17][C:16]([O:19][C:20]([F:23])([F:22])[F:21])=[CH:15][CH:14]=3)[N:9]=2)=[CH:4][N:3]1[CH2:24][C:25]1[CH:26]=[C:27]([CH:31]=[CH:32][CH:33]=1)[C:28](Cl)=[O:29].Cl.Cl.[CH:36]1([N:39]2[CH2:44][CH2:43][NH:42][CH2:41][CH2:40]2)[CH2:38][CH2:37]1, predict the reaction product.